From a dataset of Oral bioavailability binary classification data from Ma et al.. Regression/Classification. Given a drug SMILES string, predict its absorption, distribution, metabolism, or excretion properties. Task type varies by dataset: regression for continuous measurements (e.g., permeability, clearance, half-life) or binary classification for categorical outcomes (e.g., BBB penetration, CYP inhibition). Dataset: bioavailability_ma. (1) The drug is CN(C)CCC=C1c2ccccc2COc2ccccc21. The result is 1 (high bioavailability). (2) The molecule is CC(C)N1CCC(N(C(=O)Cc2ccccc2)c2ccc(Cl)cc2)CC1. The result is 0 (low bioavailability). (3) The drug is NCCCC(N)(C(=O)O)C(F)F. The result is 1 (high bioavailability). (4) The compound is OC[C@@H](O)[C@@H](O)[C@H](O)[C@H](O)CO. The result is 0 (low bioavailability).